Regression. Given two drug SMILES strings and cell line genomic features, predict the synergy score measuring deviation from expected non-interaction effect. From a dataset of NCI-60 drug combinations with 297,098 pairs across 59 cell lines. (1) Drug 1: CC1=C2C(C(=O)C3(C(CC4C(C3C(C(C2(C)C)(CC1OC(=O)C(C(C5=CC=CC=C5)NC(=O)C6=CC=CC=C6)O)O)OC(=O)C7=CC=CC=C7)(CO4)OC(=O)C)O)C)OC(=O)C. Drug 2: C1=CC=C(C=C1)NC(=O)CCCCCCC(=O)NO. Cell line: NCI-H226. Synergy scores: CSS=18.6, Synergy_ZIP=-7.51, Synergy_Bliss=-6.84, Synergy_Loewe=-35.7, Synergy_HSA=-5.38. (2) Drug 1: CN(C(=O)NC(C=O)C(C(C(CO)O)O)O)N=O. Drug 2: C1C(C(OC1N2C=NC3=C2NC=NCC3O)CO)O. Cell line: SF-295. Synergy scores: CSS=62.0, Synergy_ZIP=2.20, Synergy_Bliss=2.45, Synergy_Loewe=1.50, Synergy_HSA=3.37. (3) Drug 1: C1CC(=O)NC(=O)C1N2CC3=C(C2=O)C=CC=C3N. Drug 2: COC1=C(C=C2C(=C1)N=CN=C2NC3=CC(=C(C=C3)F)Cl)OCCCN4CCOCC4. Cell line: NCI-H322M. Synergy scores: CSS=47.2, Synergy_ZIP=0.996, Synergy_Bliss=2.24, Synergy_Loewe=-12.8, Synergy_HSA=3.57. (4) Drug 1: C1=CC=C(C(=C1)C(C2=CC=C(C=C2)Cl)C(Cl)Cl)Cl. Drug 2: CN(C(=O)NC(C=O)C(C(C(CO)O)O)O)N=O. Cell line: NCI-H322M. Synergy scores: CSS=-3.64, Synergy_ZIP=2.75, Synergy_Bliss=3.13, Synergy_Loewe=1.39, Synergy_HSA=-0.479. (5) Drug 1: CCCCCOC(=O)NC1=NC(=O)N(C=C1F)C2C(C(C(O2)C)O)O. Drug 2: CC(C)(C#N)C1=CC(=CC(=C1)CN2C=NC=N2)C(C)(C)C#N. Cell line: SK-MEL-28. Synergy scores: CSS=-0.553, Synergy_ZIP=1.51, Synergy_Bliss=5.70, Synergy_Loewe=-1.79, Synergy_HSA=-1.79.